This data is from Forward reaction prediction with 1.9M reactions from USPTO patents (1976-2016). The task is: Predict the product of the given reaction. (1) Given the reactants [Cl:1][C:2]1[C:11]2[C:6](=[CH:7][CH:8]=[C:9]([S:12]([CH:15]3[CH2:20][CH2:19][O:18][CH2:17][CH2:16]3)(=[O:14])=[O:13])[CH:10]=2)[N:5]=[CH:4][CH:3]=1.[Li+].C[Si]([N-][Si](C)(C)C)(C)C.C1C=CC(S(N(S(C2C=CC=CC=2)(=O)=O)[F:41])(=O)=O)=CC=1, predict the reaction product. The product is: [Cl:1][C:2]1[C:11]2[C:6](=[CH:7][CH:8]=[C:9]([S:12]([C:15]3([F:41])[CH2:20][CH2:19][O:18][CH2:17][CH2:16]3)(=[O:13])=[O:14])[CH:10]=2)[N:5]=[CH:4][CH:3]=1. (2) Given the reactants [CH3:1][S:2]([C:5]1[CH:10]=[CH:9][C:8]([C:11]2[NH:12][C:13]([C:16]3[CH:21]=[CH:20][C:19]([C:22]([F:25])([F:24])[F:23])=[CH:18][C:17]=3[NH2:26])=[N:14][N:15]=2)=[CH:7][CH:6]=1)(=[O:4])=[O:3].[N:27]1[CH:32]=[CH:31][C:30]([CH:33]=O)=[CH:29][CH:28]=1.C(O[BH-](OC(=O)C)OC(=O)C)(=O)C.[Na+].C(O)(=O)C, predict the reaction product. The product is: [CH3:1][S:2]([C:5]1[CH:10]=[CH:9][C:8]([C:11]2[NH:12][C:13]([C:16]3[CH:21]=[CH:20][C:19]([C:22]([F:25])([F:23])[F:24])=[CH:18][C:17]=3[NH:26][CH2:33][C:30]3[CH:31]=[CH:32][N:27]=[CH:28][CH:29]=3)=[N:14][N:15]=2)=[CH:7][CH:6]=1)(=[O:4])=[O:3]. (3) Given the reactants CCN(C(C)C)C(C)C.Cl[C:11]1[C:30]([C:31]2[NH:35][N:34]=[CH:33][C:32]=2[F:36])=[CH:29][C:14]([C:15]([NH:17][C:18]2[CH:23]=[CH:22][C:21]([O:24][C:25]([F:28])([F:27])[F:26])=[CH:20][CH:19]=2)=[O:16])=[CH:13][N:12]=1.[NH:37]1[CH2:41][CH2:40][C@@H:39]([OH:42])[CH2:38]1, predict the reaction product. The product is: [F:36][C:32]1[CH:33]=[N:34][NH:35][C:31]=1[C:30]1[C:11]([N:37]2[CH2:41][CH2:40][C@@H:39]([OH:42])[CH2:38]2)=[N:12][CH:13]=[C:14]([CH:29]=1)[C:15]([NH:17][C:18]1[CH:23]=[CH:22][C:21]([O:24][C:25]([F:28])([F:27])[F:26])=[CH:20][CH:19]=1)=[O:16]. (4) Given the reactants C(OC(=O)N[C@H](C=O)CCCNC(=N)N[N+]([O-])=O)(C)(C)C.[NH:22]=[C:23]([NH:28][CH2:29][CH2:30][CH2:31][C@H:32]([NH:68][C:69](=[O:90])[CH2:70][CH2:71][NH:72][C:73]([C:75]1[CH:80]=[CH:79][C:78]([C:81]2[CH:86]=[CH:85][C:84]([CH2:87][CH2:88][CH3:89])=[CH:83][CH:82]=2)=[CH:77][CH:76]=1)=[O:74])[C:33]([N:35]([CH3:67])[C@H:36]1[C:53]2[CH:54]=[C:49]([C:50]([O:55][CH3:56])=[CH:51][CH:52]=2)[C:48]2=[CH:57][C:44](=[CH:45][CH:46]=[C:47]2[O:58][CH3:59])[CH2:43][C@@H:42]([C:60]([O:62][CH3:63])=[O:61])[NH:41][C:40](=[O:64])[C@H:39]([CH3:65])[NH:38][C:37]1=[O:66])=[O:34])[NH:24][N+]([O-])=O, predict the reaction product. The product is: [NH:22]=[C:23]([NH:28][CH2:29][CH2:30][CH2:31][C@H:32]([NH:68][C:69](=[O:90])[CH2:70][CH2:71][NH:72][C:73]([C:75]1[CH:76]=[CH:77][C:78]([C:81]2[CH:86]=[CH:85][C:84]([CH2:87][CH2:88][CH3:89])=[CH:83][CH:82]=2)=[CH:79][CH:80]=1)=[O:74])[C:33]([N:35]([CH3:67])[C@H:36]1[C:53]2[CH:54]=[C:49]([C:50]([O:55][CH3:56])=[CH:51][CH:52]=2)[C:48]2=[CH:57][C:44](=[CH:45][CH:46]=[C:47]2[O:58][CH3:59])[CH2:43][C@@H:42]([C:60]([O:62][CH3:63])=[O:61])[NH:41][C:40](=[O:64])[C@H:39]([CH3:65])[NH:38][C:37]1=[O:66])=[O:34])[NH2:24]. (5) Given the reactants [NH2:1][C:2]1[S:6][N:5]=[C:4](/[C:7](=[N:46]/[O:47]C(C2C=CC=CC=2)(C2C=CC=CC=2)C2C=CC=CC=2)/[C:8]([NH:10][C@@H:11]2[C:18](=[O:19])[N:17]3[C@@H:12]2[S:13][CH2:14][C:15](/[CH:23]=[C:24]2/[C:25](=[O:45])[N:26]([C@@H:29]4[CH2:33][CH2:32][N:31]([C:34]([O:36][CH2:37][C:38]5[O:39][C:40](=[O:44])[O:41][C:42]=5[CH3:43])=[O:35])[CH2:30]4)[CH2:27][CH2:28]/2)=[C:16]3[C:20]([OH:22])=[O:21])=[O:9])[N:3]=1.C([SiH](CC)CC)C.FC(F)(F)C(O)=O.C(OCC)C, predict the reaction product. The product is: [CH3:43][C:42]1[O:41][C:40](=[O:44])[O:39][C:38]=1[CH2:37][O:36][C:34]([N:31]1[CH2:30][C@H:29]([N:26]2[C:25](=[O:45])/[C:24](=[CH:23]/[C:15]3[CH2:14][S:13][C@@H:12]4[C@H:11]([NH:10][C:8](/[C:7](/[C:4]5[N:3]=[C:2]([NH2:1])[S:6][N:5]=5)=[N:46]/[OH:47])=[O:9])[C:18](=[O:19])[N:17]4[C:16]=3[C:20]([OH:22])=[O:21])/[CH2:28][CH2:27]2)[CH2:33][CH2:32]1)=[O:35].